Dataset: Full USPTO retrosynthesis dataset with 1.9M reactions from patents (1976-2016). Task: Predict the reactants needed to synthesize the given product. (1) The reactants are: I[C:2]1[CH:15]=[CH:14][C:5]([O:6][CH2:7][CH2:8][N:9]2[CH2:13][CH2:12][CH2:11][CH2:10]2)=[CH:4][CH:3]=1.[C:16]([Si:18]([CH3:21])([CH3:20])[CH3:19])#[CH:17].N1CCCCC1. Given the product [CH3:19][Si:18]([C:16]#[C:17][C:2]1[CH:15]=[CH:14][C:5]([O:6][CH2:7][CH2:8][N:9]2[CH2:13][CH2:12][CH2:11][CH2:10]2)=[CH:4][CH:3]=1)([CH3:21])[CH3:20], predict the reactants needed to synthesize it. (2) Given the product [Cl:1][C:2]1[CH:7]=[C:6]([Cl:8])[CH:5]=[CH:4][C:3]=1[N:9]1[C:14]2=[N:15][C:16]3[C:17](=[C:18]([C:22]([NH2:28])=[O:23])[CH:19]=[CH:20][CH:21]=3)[N:13]2[CH2:12][CH2:11][CH2:10]1, predict the reactants needed to synthesize it. The reactants are: [Cl:1][C:2]1[CH:7]=[C:6]([Cl:8])[CH:5]=[CH:4][C:3]=1[N:9]1[C:14]2=[N:15][C:16]3[C:17](=[C:18]([C:22](OC)=[O:23])[CH:19]=[CH:20][CH:21]=3)[N:13]2[CH2:12][CH2:11][CH2:10]1.C([NH2:28])=O.C[O-].[Na+].CN(C)C=O. (3) Given the product [Br:1][C:2]1[CH:3]=[C:4]2[C:10]([C:11]3[CH:12]=[C:13]([C:14]([C:20]4[CH:25]=[CH:24][N:23]=[CH:22][C:21]=4[F:26])([O:16][CH2:17][O:18][CH3:19])[CH3:15])[N:40]=[C:39]([NH2:41])[N:38]=3)=[CH:9][NH:8][C:5]2=[N:6][CH:7]=1, predict the reactants needed to synthesize it. The reactants are: [Br:1][C:2]1[CH:3]=[C:4]2[C:10]([C:11](=O)[C:12]#[C:13][C:14]([C:20]3[CH:25]=[CH:24][N:23]=[CH:22][C:21]=3[F:26])([O:16][CH2:17][O:18][CH3:19])[CH3:15])=[CH:9][NH:8][C:5]2=[N:6][CH:7]=1.C([O-])([O-])=O.[K+].[K+].C(=O)([O-])[O-].[NH2:38][C:39]([NH2:41])=[NH2+:40].[NH2:38][C:39]([NH2:41])=[NH2+:40].O. (4) Given the product [Cl:30][C:27]1[CH:26]=[CH:25][C:24]([C:22]2[N:23]=[C:19]([CH2:18][C:9]3([C:13]([O:15][CH3:16])=[O:14])[CH2:10][CH2:11][CH2:12][C:8]3=[O:7])[S:20][CH:21]=2)=[CH:29][CH:28]=1, predict the reactants needed to synthesize it. The reactants are: C(=O)([O-])[O-].[K+].[K+].[O:7]=[C:8]1[CH2:12][CH2:11][CH2:10][CH:9]1[C:13]([O:15][CH3:16])=[O:14].Br[CH2:18][C:19]1[S:20][CH:21]=[C:22]([C:24]2[CH:29]=[CH:28][C:27]([Cl:30])=[CH:26][CH:25]=2)[N:23]=1. (5) Given the product [Si:1]([O:8][CH:9]([C:16]1[CH:25]=[CH:24][C:23]2[C:18](=[CH:19][CH:20]=[CH:21][CH:22]=2)[CH:17]=1)[CH2:10][CH2:11][CH2:12][CH2:13][CH:14]=[O:28])([C:4]([CH3:7])([CH3:6])[CH3:5])([CH3:3])[CH3:2], predict the reactants needed to synthesize it. The reactants are: [Si:1]([O:8][CH:9]([C:16]1[CH:25]=[CH:24][C:23]2[C:18](=[CH:19][CH:20]=[CH:21][CH:22]=2)[CH:17]=1)[CH2:10][CH2:11][CH2:12][CH2:13][CH:14]=C)([C:4]([CH3:7])([CH3:6])[CH3:5])([CH3:3])[CH3:2].O.C(=O)(O)[O-:28].[Na+].I([O-])(=O)(=O)=O.[Na+]. (6) Given the product [F:1][C:2]1[CH:3]=[CH:4][C:5]([C:6]([O:7][CH3:15])=[C:8]([C:11]#[N:12])[C:9]#[N:10])=[CH:13][CH:14]=1, predict the reactants needed to synthesize it. The reactants are: [F:1][C:2]1[CH:14]=[CH:13][C:5]([C:6]([CH:8]([C:11]#[N:12])[C:9]#[N:10])=[O:7])=[CH:4][CH:3]=1.[CH3:15][Si](C=[N+]=[N-])(C)C.C(N(CC)C(C)C)(C)C. (7) Given the product [CH2:26]([C:2]1[C:10]2[N:9]=[C:8]([C:11]3[CH:12]=[CH:13][C:14]([CH:17]([CH3:19])[CH3:18])=[CH:15][CH:16]=3)[N:7]([CH2:20][CH2:21][O:22][CH3:23])[C:6]=2[C:5]([O:24][CH3:25])=[CH:4][CH:3]=1)[CH3:27], predict the reactants needed to synthesize it. The reactants are: Br[C:2]1[C:10]2[N:9]=[C:8]([C:11]3[CH:16]=[CH:15][C:14]([CH:17]([CH3:19])[CH3:18])=[CH:13][CH:12]=3)[N:7]([CH2:20][CH2:21][O:22][CH3:23])[C:6]=2[C:5]([O:24][CH3:25])=[CH:4][CH:3]=1.[CH2:26](I)[CH3:27]. (8) Given the product [CH2:22]([O:2][C:1]([CH2:4][CH2:5][O:6][C:7]1[CH:14]=[CH:13][C:10]([CH:11]=[O:12])=[C:9]([CH3:15])[CH:8]=1)=[O:3])[C:23]1[CH:28]=[CH:27][CH:26]=[CH:25][CH:24]=1, predict the reactants needed to synthesize it. The reactants are: [C:1]([CH2:4][CH2:5][O:6][C:7]1[CH:14]=[CH:13][C:10]([CH:11]=[O:12])=[C:9]([CH3:15])[CH:8]=1)([OH:3])=[O:2].C(=O)([O-])[O-].[K+].[K+].[CH2:22](Br)[C:23]1[CH:28]=[CH:27][CH:26]=[CH:25][CH:24]=1.O. (9) Given the product [O:34]=[C:25]1[CH2:26][CH2:27][CH2:28][C:24]1=[CH:29][C:3]1[C:11]2[C:6](=[CH:7][CH:8]=[C:9]([C:12]#[N:13])[CH:10]=2)[N:5]([S:14]([C:17]2[CH:18]=[CH:19][C:20]([CH3:23])=[CH:21][CH:22]=2)(=[O:15])=[O:16])[CH:4]=1, predict the reactants needed to synthesize it. The reactants are: C([C:3]1[C:11]2[C:6](=[CH:7][CH:8]=[C:9]([C:12]#[N:13])[CH:10]=2)[N:5]([S:14]([C:17]2[CH:22]=[CH:21][C:20]([CH3:23])=[CH:19][CH:18]=2)(=[O:16])=[O:15])[CH:4]=1)=O.[C:24]1([CH:29]2CNCC2)[CH2:28][CH2:27][CH2:26][CH:25]=1.[OH2:34]. (10) Given the product [OH:25][CH2:24][C:20]1([CH3:27])[CH2:19][N:18]([C:17]2[CH:16]=[N:15][N:11]3[CH2:12][C@H:13]([CH3:14])[N:8]([C:6]([O:5][C:1]([CH3:4])([CH3:3])[CH3:2])=[O:7])[CH2:9][C:10]=23)[C:22](=[O:23])[CH2:21]1, predict the reactants needed to synthesize it. The reactants are: [C:1]([O:5][C:6]([N:8]1[C@@H:13]([CH3:14])[CH2:12][N:11]2[N:15]=[CH:16][C:17]([N:18]3[C:22](=[O:23])[CH2:21][C:20]([CH3:27])([C:24](O)=[O:25])[CH2:19]3)=[C:10]2[CH2:9]1)=[O:7])([CH3:4])([CH3:3])[CH3:2].CN1CCOCC1.ClC(OCC(C)C)=O.[BH4-].[Na+].